From a dataset of Reaction yield outcomes from USPTO patents with 853,638 reactions. Predict the reaction yield, written as a fraction of the theoretical maximum amount of product (1.0 means a 100% yield; for example, 0.34 means a 34% yield). (1) The reactants are [CH3:1][O:2][C:3](=[O:26])[CH2:4][CH2:5][CH2:6]/[CH:7]=[CH:8]\[CH2:9][N:10]1[CH:15](/[CH:16]=[CH:17]/[C:18](=[O:24])[CH2:19][CH2:20][CH2:21][CH2:22][CH3:23])[CH2:14][CH2:13][CH2:12][C:11]1=[O:25].[H][H]. The catalyst is [Pd].CO. The product is [CH3:1][O:2][C:3](=[O:26])[CH2:4][CH2:5][CH2:6][CH2:7][CH2:8][CH2:9][N:10]1[CH:15]([CH2:16][CH2:17][C:18](=[O:24])[CH2:19][CH2:20][CH2:21][CH2:22][CH3:23])[CH2:14][CH2:13][CH2:12][C:11]1=[O:25]. The yield is 0.940. (2) The reactants are C(OC([N:8]1[CH2:12][CH2:11][CH2:10][C:9]1([CH2:24][CH2:25][CH3:26])[C:13]([C:15]1[CH:16]=[C:17]2[CH:23]=[CH:22][NH:21][C:18]2=[N:19][CH:20]=1)=[O:14])=O)(C)(C)C. The catalyst is Cl. The product is [CH2:24]([C:9]1([C:13]([C:15]2[CH:16]=[C:17]3[CH:23]=[CH:22][NH:21][C:18]3=[N:19][CH:20]=2)=[O:14])[CH2:10][CH2:11][CH2:12][NH:8]1)[CH2:25][CH3:26]. The yield is 0.970. (3) The yield is 0.700. No catalyst specified. The reactants are [Cl:1][C:2]1[C:11]2[C:6](=[CH:7][CH:8]=[CH:9][CH:10]=2)[CH:5]=[CH:4][C:3]=1[O:12][CH:13]([CH3:16])[CH2:14][NH2:15].[CH3:17][C:18]1[O:22][C:21]([CH:23]=O)=[CH:20][CH:19]=1. The product is [Cl:1][C:2]1[C:11]2[C:6](=[CH:7][CH:8]=[CH:9][CH:10]=2)[CH:5]=[CH:4][C:3]=1[O:12][CH:13]([CH3:16])[CH2:14][NH:15][CH2:23][C:21]1[O:22][C:18]([CH3:17])=[CH:19][CH:20]=1. (4) The reactants are [NH2:1][C:2]1[C:7]([F:8])=[CH:6][N:5]=[C:4]([O:9][N:10]=[CH:11][C:12]2[CH:17]=[CH:16][C:15]([O:18][CH3:19])=[CH:14][CH:13]=2)[N:3]=1.[CH3:20][N:21]([CH:23](OC)OC)[CH3:22]. The catalyst is CN(C=O)C.CCOCC. The product is [F:8][C:7]1[C:2]([N:1]=[CH:20][N:21]([CH3:23])[CH3:22])=[N:3][C:4]([O:9][N:10]=[CH:11][C:12]2[CH:17]=[CH:16][C:15]([O:18][CH3:19])=[CH:14][CH:13]=2)=[N:5][CH:6]=1. The yield is 0.760. (5) The reactants are [C:1]([O:5][C:6]([N:8]1[CH2:13][CH2:12][CH:11]([O:14][C:15]2[CH:20]=[CH:19][C:18]([N+:21]([O-])=O)=[CH:17][C:16]=2[C:24](=[O:28])[N:25]([CH3:27])[CH3:26])[CH2:10][CH2:9]1)=[O:7])([CH3:4])([CH3:3])[CH3:2]. The catalyst is CO.[Pd]. The product is [C:1]([O:5][C:6]([N:8]1[CH2:13][CH2:12][CH:11]([O:14][C:15]2[CH:20]=[CH:19][C:18]([NH2:21])=[CH:17][C:16]=2[C:24](=[O:28])[N:25]([CH3:26])[CH3:27])[CH2:10][CH2:9]1)=[O:7])([CH3:4])([CH3:3])[CH3:2]. The yield is 0.990. (6) The reactants are FC(F)(F)S(O[C:7]1[CH:8]=[C:9]2[C:14](=[CH:15][CH:16]=1)[N:13]=[CH:12][C:11]([N:17]1[CH2:22][CH2:21][O:20][CH2:19][CH2:18]1)=[CH:10]2)(=O)=O.C(N(CC)C(C)C)(C)C.CC1(C)C2C(=C(P(C3C=CC=CC=3)C3C=CC=CC=3)C=CC=2)OC2C(P(C3C=CC=CC=3)C3C=CC=CC=3)=CC=CC1=2.[SH:76][C:77]1[N:81]2[N:82]=[C:83]([C:86]([O:88]C)=O)[CH:84]=[CH:85][C:80]2=[N:79][N:78]=1.[CH3:90][NH:91][O:92][CH3:93]. The catalyst is CN(C=O)C.C1C=CC(/C=C/C(/C=C/C2C=CC=CC=2)=O)=CC=1.C1C=CC(/C=C/C(/C=C/C2C=CC=CC=2)=O)=CC=1.C1C=CC(/C=C/C(/C=C/C2C=CC=CC=2)=O)=CC=1.[Pd].[Pd]. The product is [CH3:93][O:92][N:91]([CH3:90])[C:86]([C:83]1[CH:84]=[CH:85][C:80]2[N:81]([C:77]([S:76][C:7]3[CH:8]=[C:9]4[C:14](=[CH:15][CH:16]=3)[N:13]=[CH:12][C:11]([N:17]3[CH2:18][CH2:19][O:20][CH2:21][CH2:22]3)=[CH:10]4)=[N:78][N:79]=2)[N:82]=1)=[O:88]. The yield is 0.220. (7) The reactants are [CH3:1][C:2]1[O:6][N:5]=[C:4]([C:7]2[CH:12]=[CH:11][CH:10]=[CH:9][CH:8]=2)[C:3]=1[CH2:13][O:14][C:15]1[N:20]=[N:19][C:18]([NH2:21])=[CH:17][CH:16]=1.C(N(CC)CC)C.[Cl:29][CH2:30][CH2:31][CH2:32][C:33](Cl)=[O:34]. The catalyst is C1COCC1. The product is [Cl:29][CH2:30][CH2:31][CH2:32][C:33]([NH:21][C:18]1[N:19]=[N:20][C:15]([O:14][CH2:13][C:3]2[C:4]([C:7]3[CH:8]=[CH:9][CH:10]=[CH:11][CH:12]=3)=[N:5][O:6][C:2]=2[CH3:1])=[CH:16][CH:17]=1)=[O:34]. The yield is 0.540.